From a dataset of Catalyst prediction with 721,799 reactions and 888 catalyst types from USPTO. Predict which catalyst facilitates the given reaction. (1) Reactant: C([O:3][C:4]([C:6]1[N:7]([C:13]2[CH:18]=[CH:17][C:16]([Br:19])=[CH:15][CH:14]=2)[N:8]=[N:9][C:10]=1[CH2:11][CH3:12])=[O:5])C.O.[OH-].[Li+]. Product: [Br:19][C:16]1[CH:17]=[CH:18][C:13]([N:7]2[C:6]([C:4]([OH:5])=[O:3])=[C:10]([CH2:11][CH3:12])[N:9]=[N:8]2)=[CH:14][CH:15]=1. The catalyst class is: 20. (2) Reactant: [OH:1][CH:2]([C:14]([OH:16])=[O:15])[NH:3][C:4]([O:6][CH2:7][C:8]1[CH:13]=[CH:12][CH:11]=[CH:10][CH:9]=1)=[O:5].S(Cl)(Cl)=O. Product: [CH:8]([O:15][C:14](=[O:16])[CH:2]([O:1][CH:11]([CH3:12])[CH3:10])[NH:3][C:4]([O:6][CH2:7][C:8]1[CH:9]=[CH:10][CH:11]=[CH:12][CH:13]=1)=[O:5])([CH3:9])[CH3:7]. The catalyst class is: 32.